This data is from Human liver microsome stability data. The task is: Regression/Classification. Given a drug SMILES string, predict its absorption, distribution, metabolism, or excretion properties. Task type varies by dataset: regression for continuous measurements (e.g., permeability, clearance, half-life) or binary classification for categorical outcomes (e.g., BBB penetration, CYP inhibition). Dataset: hlm. (1) The molecule is CS(=O)(=O)c1ccc(-n2cc(Cl)c(OC3CCN(c4ncc(C(F)(F)F)cn4)CC3)cc2=O)cc1F. The result is 0 (unstable in human liver microsomes). (2) The compound is O=C([C@@H]1CCCN1)N1CCC(NS(=O)(=O)c2cc(S(=O)(=O)c3ccccc3)ccc2C(F)(F)F)CC1. The result is 1 (stable in human liver microsomes). (3) The molecule is O=C(NCCc1nc(-c2cccc(F)c2)cs1)c1cccc([N+](=O)[O-])c1. The result is 1 (stable in human liver microsomes). (4) The drug is CC(C)N1CCN(c2ccc(NC(=O)c3ccc(-c4ccccn4)cc3)cc2)CC1. The result is 0 (unstable in human liver microsomes). (5) The compound is O=C(O)c1ccc2c(C3CCCCC3)c(-c3ccoc3)n(CC(=O)N3CCC(N4CCCC4)CC3)c2c1. The result is 0 (unstable in human liver microsomes). (6) The drug is COc1cc(N2CCN(C3CCN(c4cccc5cc(C)cnc45)CC3)CC2)c2ncccc2c1. The result is 1 (stable in human liver microsomes). (7) The drug is NC(=O)c1sc(-c2ccc(F)cc2)cc1N. The result is 1 (stable in human liver microsomes).